From a dataset of Full USPTO retrosynthesis dataset with 1.9M reactions from patents (1976-2016). Predict the reactants needed to synthesize the given product. (1) Given the product [CH3:1][O:2][C:3]([C:5]1[C:10]([CH3:20])=[C:9]([NH:12][CH2:13][C:14]2[O:15][CH:16]=[CH:17][CH:18]=2)[CH:8]=[C:7]([Cl:19])[N:6]=1)=[O:4], predict the reactants needed to synthesize it. The reactants are: [CH3:1][O:2][C:3]([C:5]1[C:10](Br)=[C:9]([NH:12][CH2:13][C:14]2[O:15][CH:16]=[CH:17][CH:18]=2)[CH:8]=[C:7]([Cl:19])[N:6]=1)=[O:4].[CH3:20][Sn](C)(C)C.O. (2) Given the product [C:73]([O:72][C:71]([NH:70][CH2:69][C:68]1[CH:67]=[CH:66][C:65]([NH:64][C:62](=[O:63])[CH2:61][NH:60][C:24](=[O:25])[CH2:23][CH2:22][CH2:21][CH2:20][CH2:19][NH:18][C:16](=[O:17])[O:15][CH2:14][CH:12]2[C:11]3[CH:10]=[CH:9][CH:8]=[CH:7][C:6]=3[C:5]3[C:13]2=[CH:1][CH:2]=[CH:3][CH:4]=3)=[CH:79][CH:78]=1)=[O:77])([CH3:74])([CH3:75])[CH3:76], predict the reactants needed to synthesize it. The reactants are: [CH:1]1[C:13]2[CH:12]([CH2:14][O:15][C:16]([NH:18][CH2:19][CH2:20][CH2:21][CH2:22][CH2:23][C:24](O)=[O:25])=[O:17])[C:11]3[C:6](=[CH:7][CH:8]=[CH:9][CH:10]=3)[C:5]=2[CH:4]=[CH:3][CH:2]=1.C(N(CC)C(C)C)(C)C.CN(C(ON1N=NC2C=CC=NC1=2)=[N+](C)C)C.F[P-](F)(F)(F)(F)F.[NH2:60][CH2:61][C:62]([NH:64][C:65]1[CH:79]=[CH:78][C:68]([CH2:69][NH:70][C:71](=[O:77])[O:72][C:73]([CH3:76])([CH3:75])[CH3:74])=[CH:67][CH:66]=1)=[O:63].